Dataset: Full USPTO retrosynthesis dataset with 1.9M reactions from patents (1976-2016). Task: Predict the reactants needed to synthesize the given product. (1) Given the product [Cl:1][C:2]1[CH:7]=[CH:6][C:5]([N:8]2[CH:12]=[C:11]([CH:13]([NH:22][C:23]3[CH:24]=[CH:25][C:26]([C:29]([NH:31][CH2:32][CH2:33][C:34]([OH:36])=[O:35])=[O:30])=[CH:27][CH:28]=3)[CH:15]3[CH2:20][CH2:19][CH2:18][CH2:17][CH2:16]3)[C:10]([CH3:21])=[N:9]2)=[CH:4][CH:3]=1, predict the reactants needed to synthesize it. The reactants are: [Cl:1][C:2]1[CH:7]=[CH:6][C:5]([N:8]2[CH:12]=[C:11]([CH:13]([CH:15]3[CH2:20][CH2:19][CH2:18][CH2:17][CH2:16]3)O)[C:10]([CH3:21])=[N:9]2)=[CH:4][CH:3]=1.[NH2:22][C:23]1[CH:28]=[CH:27][C:26]([C:29]([NH:31][CH2:32][CH2:33][C:34]([O:36]CC)=[O:35])=[O:30])=[CH:25][CH:24]=1. (2) Given the product [CH3:1][O:2][C:3](=[O:17])[CH2:4][C:5]1[CH:10]=[CH:9][C:8]([NH2:11])=[CH:7][C:6]=1[NH2:14], predict the reactants needed to synthesize it. The reactants are: [CH3:1][O:2][C:3](=[O:17])[CH2:4][C:5]1[CH:10]=[CH:9][C:8]([N+:11]([O-])=O)=[CH:7][C:6]=1[N+:14]([O-])=O.[H][H]. (3) Given the product [CH3:1][O:2][C:3]1[CH:4]=[CH:5][C:6]([CH2:7][C:8]2[S:12][C:11]([NH:13][C:31](=[O:32])[CH2:30][CH2:29][C:27]3[O:28][C:24]([CH3:23])=[CH:25][CH:26]=3)=[N:10][N:9]=2)=[CH:14][CH:15]=1, predict the reactants needed to synthesize it. The reactants are: [CH3:1][O:2][C:3]1[CH:15]=[CH:14][C:6]([CH2:7][C:8]2[S:12][C:11]([NH2:13])=[N:10][N:9]=2)=[CH:5][CH:4]=1.CCN(CC)CC.[CH3:23][C:24]1[O:28][C:27]([CH2:29][CH2:30][C:31](Cl)=[O:32])=[CH:26][CH:25]=1. (4) Given the product [CH:13]1([CH2:16][O:1][C:2]2[CH:9]=[CH:8][C:5]([CH2:6][N:25]([CH3:26])[CH3:24])=[CH:4][C:3]=2[N+:10]([O-:12])=[O:11])[CH2:15][CH2:14]1, predict the reactants needed to synthesize it. The reactants are: [OH:1][C:2]1[CH:9]=[CH:8][C:5]([CH:6]=O)=[CH:4][C:3]=1[N+:10]([O-:12])=[O:11].[CH:13]1([CH2:16]Br)[CH2:15][CH2:14]1.C(=O)([O-])[O-].[K+].[K+].[CH3:24][NH:25][CH3:26].C1COCC1.